Predict the reactants needed to synthesize the given product. From a dataset of Full USPTO retrosynthesis dataset with 1.9M reactions from patents (1976-2016). (1) Given the product [F:19][C:16]1[CH:17]=[CH:18][C:13]([CH2:12][NH:11][C:9]([C:5]2[C:6]([NH:20][CH2:21][CH2:22][CH2:23][CH:24]([OH:28])[CH2:25][CH:26]=[CH2:27])=[N:7][C:2]([NH:46][CH2:38][CH2:39][CH2:40][CH2:41][CH2:42][CH2:43][CH:44]=[CH2:45])=[N:3][CH:4]=2)=[O:10])=[CH:14][CH:15]=1, predict the reactants needed to synthesize it. The reactants are: Cl[C:2]1[N:7]=[C:6](Cl)[C:5]([C:9]([NH:11][CH2:12][C:13]2[CH:18]=[CH:17][C:16]([F:19])=[CH:15][CH:14]=2)=[O:10])=[CH:4][N:3]=1.[NH2:20][CH2:21][CH2:22][CH2:23][CH:24]([OH:28])[CH2:25][CH:26]=[CH2:27].CCN(C(C)C)C(C)C.[CH2:38]([NH2:46])[CH2:39][CH2:40][CH2:41][CH2:42][CH2:43][CH:44]=[CH2:45]. (2) Given the product [F:1][C:2]([F:7])([F:6])[C:3]([OH:5])=[O:4].[NH2:18][C:15]1[CH:16]=[C:17]2[C:12](=[CH:13][CH:14]=1)[NH:11][C:10]([C:26]([NH:28][CH2:29][C:30]1[CH:35]=[CH:34][C:33]([Cl:36])=[C:32]([O:37][C:38]3[CH:43]=[C:42]([C:44]#[N:45])[CH:41]=[C:40]([Cl:46])[CH:39]=3)[C:31]=1[F:47])=[O:27])=[C:9]2[Br:8], predict the reactants needed to synthesize it. The reactants are: [F:1][C:2]([F:7])([F:6])[C:3]([OH:5])=[O:4].[Br:8][C:9]1[C:17]2[C:12](=[CH:13][CH:14]=[C:15]([NH:18]C(=O)OC(C)(C)C)[CH:16]=2)[NH:11][C:10]=1[C:26]([NH:28][CH2:29][C:30]1[CH:35]=[CH:34][C:33]([Cl:36])=[C:32]([O:37][C:38]2[CH:43]=[C:42]([C:44]#[N:45])[CH:41]=[C:40]([Cl:46])[CH:39]=2)[C:31]=1[F:47])=[O:27]. (3) The reactants are: C(=O)([O-])[O-].[K+].[K+].[CH3:7][N:8]1[CH2:13][CH2:12][N:11]([C:14]2[CH:19]=[CH:18][C:17]([C:20]#[C:21][Si](C)(C)C)=[CH:16][N:15]=2)[CH2:10][CH2:9]1. Given the product [C:20]([C:17]1[CH:18]=[CH:19][C:14]([N:11]2[CH2:12][CH2:13][N:8]([CH3:7])[CH2:9][CH2:10]2)=[N:15][CH:16]=1)#[CH:21], predict the reactants needed to synthesize it. (4) Given the product [Cl:21][C:18]1[CH:19]=[CH:20][C:11]([NH:10][C:6]2[CH:5]=[C:4]3[C:9](=[CH:8][CH:7]=2)[N:1]([C:23]2[CH:28]=[CH:27][C:26]([Cl:29])=[CH:25][CH:24]=2)[CH:2]=[CH:3]3)=[C:12]([CH:17]=1)[C:13]([O:15][CH3:16])=[O:14], predict the reactants needed to synthesize it. The reactants are: [NH:1]1[C:9]2[C:4](=[CH:5][C:6]([NH:10][C:11]3[CH:20]=[CH:19][C:18]([Cl:21])=[CH:17][C:12]=3[C:13]([O:15][CH3:16])=[O:14])=[CH:7][CH:8]=2)[CH:3]=[CH:2]1.Br[C:23]1[CH:28]=[CH:27][C:26]([Cl:29])=[CH:25][CH:24]=1.C(=O)([O-])[O-].[Cs+].[Cs+].C1(C)C=CC=CC=1. (5) Given the product [NH2:1][CH:4]([CH:6]([C:11]1[CH:12]=[CH:13][CH:14]=[CH:15][CH:16]=1)[CH2:7][CH:8]([CH3:10])[CH3:9])[CH3:5], predict the reactants needed to synthesize it. The reactants are: [N:1]([CH:4]([CH:6]([C:11]1[CH:16]=[CH:15][CH:14]=[CH:13][CH:12]=1)[CH2:7][CH:8]([CH3:10])[CH3:9])[CH3:5])=[N+]=[N-]. (6) Given the product [Cl:1][C:2]1[CH:10]=[C:9]2[C:5]([C:6]([C:11]([N:13]3[CH2:18][CH2:17][C:16]4([C:22]5[CH:23]=[CH:24][CH:25]=[CH:26][C:21]=5[C:20](=[O:27])[O:19]4)[CH2:15][CH2:14]3)=[O:12])=[CH:7][N:8]2[CH2:29][C:30]2([F:34])[CH2:33][O:32][CH2:31]2)=[CH:4][CH:3]=1, predict the reactants needed to synthesize it. The reactants are: [Cl:1][C:2]1[CH:10]=[C:9]2[C:5]([C:6]([C:11]([N:13]3[CH2:18][CH2:17][C:16]4([C:22]5[CH:23]=[CH:24][CH:25]=[CH:26][C:21]=5[C:20](=[O:27])[O:19]4)[CH2:15][CH2:14]3)=[O:12])=[CH:7][NH:8]2)=[CH:4][CH:3]=1.Br[CH2:29][C:30]1([F:34])[CH2:33][O:32][CH2:31]1. (7) Given the product [CH:1]1([N:4]2[C:13]3[C:8](=[CH:9][C:10]([F:22])=[C:11]([O:14][S:15]([C:18]([F:21])([F:20])[F:19])(=[O:17])=[O:16])[C:12]=3[O:42][CH:43]([F:45])[F:44])[C:7](=[O:23])[C:6]([C:24]([O:26][CH2:27][CH3:28])=[O:25])=[CH:5]2)[CH2:2][CH2:3]1, predict the reactants needed to synthesize it. The reactants are: [CH:1]1([N:4]2[C:13]3[C:8](=[CH:9][C:10]([F:22])=[C:11]([O:14][S:15]([C:18]([F:21])([F:20])[F:19])(=[O:17])=[O:16])[CH:12]=3)[C:7](=[O:23])[C:6]([C:24]([O:26][CH2:27][CH3:28])=[O:25])=[CH:5]2)[CH2:3][CH2:2]1.C1(N2C3C(=CC(F)=C(F)C=3[O:42][CH:43]([F:45])[F:44])C(=O)C=C2C(O)=O)CC1. (8) Given the product [CH3:21][C:7]1[N:8]=[C:9]([C:11]2[CH:16]=[CH:15][C:14]([C:17]([F:20])([F:19])[F:18])=[CH:13][CH:12]=2)[S:10][C:6]=1[CH:4]([CH3:5])[CH:3]=[O:2], predict the reactants needed to synthesize it. The reactants are: C[O:2][CH:3]=[C:4]([C:6]1[S:10][C:9]([C:11]2[CH:16]=[CH:15][C:14]([C:17]([F:20])([F:19])[F:18])=[CH:13][CH:12]=2)=[N:8][C:7]=1[CH3:21])[CH3:5].Cl. (9) Given the product [C:45]([O:44][C:43]([N:42]([C:37]1[C:38]2[C:33](=[CH:32][C:31]([NH:30][C@H:16]3[C:14](=[O:15])[N:13]([CH3:57])[CH2:12][C:10]4[CH:11]=[C:6]([CH:7]=[CH:8][C:9]=4[S:58]([CH:61]4[CH2:62][CH2:63]4)(=[O:59])=[O:60])[NH:5][C:1](=[O:2])[O:27][CH2:26][C@H:25]([CH3:28])[C:20]4[C:21]([O:23][CH3:24])=[CH:22][C:17]3=[C:18]([F:29])[CH:19]=4)=[C:40]([F:41])[CH:39]=2)[CH:34]=[CH:35][N:36]=1)[C:50](=[O:51])[O:52][C:53]([CH3:54])([CH3:55])[CH3:56])=[O:49])([CH3:47])([CH3:48])[CH3:46], predict the reactants needed to synthesize it. The reactants are: [C:1](Cl)(Cl)=[O:2].[NH2:5][C:6]1[CH:7]=[CH:8][C:9]([S:58]([CH:61]2[CH2:63][CH2:62]2)(=[O:60])=[O:59])=[C:10]([CH2:12][N:13]([CH3:57])[C:14]([CH:16]([NH:30][C:31]2[CH:32]=[C:33]3[C:38](=[CH:39][C:40]=2[F:41])[C:37]([N:42]([C:50]([O:52][C:53]([CH3:56])([CH3:55])[CH3:54])=[O:51])[C:43](=[O:49])[O:44][C:45]([CH3:48])([CH3:47])[CH3:46])=[N:36][CH:35]=[CH:34]3)[C:17]2[CH:22]=[C:21]([O:23][CH3:24])[C:20]([C@@H:25]([CH3:28])[CH2:26][OH:27])=[CH:19][C:18]=2[F:29])=[O:15])[CH:11]=1. (10) Given the product [CH3:7][C:2]1([CH3:1])[C:8]2[C:13](=[CH:12][CH:11]=[CH:10][CH:9]=2)[C:4](=[O:6])[CH2:3]1, predict the reactants needed to synthesize it. The reactants are: [CH3:1][C:2]([C:8]1[CH:13]=[CH:12][CH:11]=[CH:10][CH:9]=1)([CH3:7])[CH2:3][C:4]([OH:6])=O.